Dataset: Catalyst prediction with 721,799 reactions and 888 catalyst types from USPTO. Task: Predict which catalyst facilitates the given reaction. Reactant: [F:1][C:2]1[CH:7]=[CH:6][C:5]([OH:8])=[CH:4][C:3]=1[C:9]([F:12])([F:11])[F:10].[H-].[Na+].Cl[C:16]1[C:21]([NH2:22])=[C:20](Cl)[N:19]=[CH:18][N:17]=1. Product: [F:1][C:2]1[CH:7]=[CH:6][C:5]([O:8][C:16]2[C:21]([NH2:22])=[C:20]([O:8][C:5]3[CH:6]=[CH:7][C:2]([F:1])=[C:3]([C:9]([F:12])([F:10])[F:11])[CH:4]=3)[N:19]=[CH:18][N:17]=2)=[CH:4][C:3]=1[C:9]([F:10])([F:11])[F:12]. The catalyst class is: 3.